This data is from Catalyst prediction with 721,799 reactions and 888 catalyst types from USPTO. The task is: Predict which catalyst facilitates the given reaction. (1) Reactant: [C:1]([O:5][C:6]([NH:8][C@:9]([CH3:38])([CH2:31][C:32]1[CH:37]=[CH:36][CH:35]=[CH:34][CH:33]=1)[C:10]([NH:12][NH:13][C:14]([C:16]1[C:22]2[CH:23]=[CH:24][CH:25]=[CH:26][C:21]=2[O:20][C:19]2[CH:27]=[CH:28][CH:29]=[CH:30][C:18]=2[CH:17]=1)=O)=[O:11])=[O:7])([CH3:4])([CH3:3])[CH3:2].N1C=CN=C1.C1(P(C2C=CC=CC=2)C2C=CC=CC=2)C=CC=CC=1.C(Br)(Br)(Br)Br. Product: [C:1]([O:5][C:6]([NH:8][C@:9]([C:10]1[O:11][C:14]([C:16]2[C:22]3[CH:23]=[CH:24][CH:25]=[CH:26][C:21]=3[O:20][C:19]3[CH:27]=[CH:28][CH:29]=[CH:30][C:18]=3[CH:17]=2)=[N:13][N:12]=1)([CH3:38])[CH2:31][C:32]1[CH:37]=[CH:36][CH:35]=[CH:34][CH:33]=1)=[O:7])([CH3:3])([CH3:2])[CH3:4]. The catalyst class is: 2. (2) Reactant: [CH3:1][N:2]1[C:6]([CH:7]=O)=[CH:5][C:4]([O:9][CH2:10][C:11]2[C:12]([CH3:26])=[N:13][N:14]([C:16]3[CH:21]=[CH:20][C:19]([C:22]([F:25])([F:24])[F:23])=[CH:18][N:17]=3)[CH:15]=2)=[N:3]1.C(OP([CH2:35][C:36]([O:38][CH2:39][CH3:40])=[O:37])(OCC)=O)C.CN(C)C=O.[H-].[Na+]. Product: [CH3:1][N:2]1[C:6](/[CH:7]=[CH:35]/[C:36]([O:38][CH2:39][CH3:40])=[O:37])=[CH:5][C:4]([O:9][CH2:10][C:11]2[C:12]([CH3:26])=[N:13][N:14]([C:16]3[CH:21]=[CH:20][C:19]([C:22]([F:23])([F:25])[F:24])=[CH:18][N:17]=3)[CH:15]=2)=[N:3]1. The catalyst class is: 6.